This data is from CYP2C9 inhibition data for predicting drug metabolism from PubChem BioAssay. The task is: Regression/Classification. Given a drug SMILES string, predict its absorption, distribution, metabolism, or excretion properties. Task type varies by dataset: regression for continuous measurements (e.g., permeability, clearance, half-life) or binary classification for categorical outcomes (e.g., BBB penetration, CYP inhibition). Dataset: cyp2c9_veith. (1) The compound is Cc1ccc(S(=O)(=O)N[C@H](C(=O)Oc2ccc3c(C(F)(F)F)cc(=O)oc3c2)c2ccccc2)cc1. The result is 1 (inhibitor). (2) The molecule is O=[N+]([O-])c1ccccc1N=Nc1c(O)[nH]c2ccc(S(=O)(=O)O)cc12. The result is 0 (non-inhibitor). (3) The result is 1 (inhibitor). The molecule is COc1cc(C(=O)OC(C)C(=O)Nc2ccc3c(c2)OCO3)ccc1OCc1c(C)noc1C. (4) The result is 1 (inhibitor). The molecule is Cc1ccc(C(=O)c2oc3nc(C)cc(C)c3c2N)cc1. (5) The molecule is C[N+]1(C)CCC(=C(c2ccccc2)c2ccccc2)CC1. The result is 0 (non-inhibitor). (6) The molecule is CCC/C=C(\CCC)C(NS(=O)(=O)c1ccc(Cl)cc1)c1ccccc1. The result is 1 (inhibitor). (7) The drug is Cc1nc(NC(=O)c2ccc(Cl)cc2)sc1-c1csc(Nc2cccc(F)c2)n1. The result is 1 (inhibitor). (8) The drug is COc1ccc(-c2cn3c(C)c(C(=O)NC(C)C)sc3n2)cc1. The result is 0 (non-inhibitor). (9) The molecule is Cn1c(C[C@@H](O)c2nc3ccccc3n2C)nc2ccccc21. The result is 0 (non-inhibitor).